Dataset: Full USPTO retrosynthesis dataset with 1.9M reactions from patents (1976-2016). Task: Predict the reactants needed to synthesize the given product. Given the product [CH3:1][C:2]1[CH:3]=[N:4][C:5]2[C:10]([N:11]=1)=[C:9]([O:12][S:27]([C:30]([F:33])([F:32])[F:31])(=[O:29])=[O:28])[CH:8]=[CH:7][CH:6]=2, predict the reactants needed to synthesize it. The reactants are: [CH3:1][C:2]1[CH:3]=[N:4][C:5]2[CH:6]=[CH:7][CH:8]=[C:9]([OH:12])[C:10]=2[N:11]=1.C(N(CC)CC)C.C1C=CC(N([S:27]([C:30]([F:33])([F:32])[F:31])(=[O:29])=[O:28])[S:27]([C:30]([F:33])([F:32])[F:31])(=[O:29])=[O:28])=CC=1.